Dataset: Peptide-MHC class I binding affinity with 185,985 pairs from IEDB/IMGT. Task: Regression. Given a peptide amino acid sequence and an MHC pseudo amino acid sequence, predict their binding affinity value. This is MHC class I binding data. (1) The peptide sequence is RTSKASLER. The MHC is HLA-A01:01 with pseudo-sequence HLA-A01:01. The binding affinity (normalized) is 0. (2) The peptide sequence is DAYFSIPLDE. The MHC is Mamu-A2201 with pseudo-sequence Mamu-A2201. The binding affinity (normalized) is 0. (3) The peptide sequence is RVYEALYYV. The MHC is HLA-B53:01 with pseudo-sequence HLA-B53:01. The binding affinity (normalized) is 0. (4) The MHC is HLA-A02:01 with pseudo-sequence HLA-A02:01. The peptide sequence is PAEMLANI. The binding affinity (normalized) is 0.